From a dataset of Forward reaction prediction with 1.9M reactions from USPTO patents (1976-2016). Predict the product of the given reaction. The product is: [F:29][C:30]1[CH:38]=[C:37]2[C:33]([C:34]([C:39]3[CH2:40][CH2:41][N:42]([CH2:15][CH2:14][N:10]4[C:11]5[C:6](=[CH:5][C:4]([C:1]([NH2:2])=[O:3])=[CH:13][CH:12]=5)[CH2:7][CH2:8][CH2:9]4)[CH2:43][CH:44]=3)=[CH:35][NH:36]2)=[CH:32][CH:31]=1. Given the reactants [C:1]([C:4]1[CH:5]=[C:6]2[C:11](=[CH:12][CH:13]=1)[N:10]([CH2:14][CH2:15]OS(C)(=O)=O)[CH2:9][CH2:8][CH2:7]2)(=[O:3])[NH2:2].[I-].[K+].C(=O)([O-])[O-].[K+].[K+].[F:29][C:30]1[CH:38]=[C:37]2[C:33]([C:34]([C:39]3[CH2:40][CH2:41][NH:42][CH2:43][CH:44]=3)=[CH:35][NH:36]2)=[CH:32][CH:31]=1, predict the reaction product.